This data is from TCR-epitope binding with 47,182 pairs between 192 epitopes and 23,139 TCRs. The task is: Binary Classification. Given a T-cell receptor sequence (or CDR3 region) and an epitope sequence, predict whether binding occurs between them. The epitope is AYILFTRFFYV. The TCR CDR3 sequence is CASSYGWVTEAFF. Result: 1 (the TCR binds to the epitope).